From a dataset of Full USPTO retrosynthesis dataset with 1.9M reactions from patents (1976-2016). Predict the reactants needed to synthesize the given product. (1) Given the product [Si:13]([O:12][C:7]1[CH:8]=[C:9]2[C:4](=[CH:5][CH:6]=1)[CH:3]=[C:2]([CH:28]=[O:29])[CH:11]=[CH:10]2)([C:16]([CH3:19])([CH3:18])[CH3:17])([CH3:15])[CH3:14], predict the reactants needed to synthesize it. The reactants are: Br[C:2]1[CH:3]=[C:4]2[C:9](=[CH:10][CH:11]=1)[CH:8]=[C:7]([O:12][Si:13]([C:16]([CH3:19])([CH3:18])[CH3:17])([CH3:15])[CH3:14])[CH:6]=[CH:5]2.[Li]CCCC.CN([CH:28]=[O:29])C. (2) Given the product [CH:32]1([CH2:9][N:14]2[C:13]([C:15]3[CH:20]=[N:19][C:18]([O:21][CH2:22][CH3:23])=[N:17][CH:16]=3)=[C:12]3[C:7](=[CH:8][CH:9]([C:32]4[CH:37]=[CH:36][CH:35]=[CH:34][CH:33]=4)[C:10](=[O:31])[NH:11]3)[C:6]([OH:38])=[C:5]2[C:3]([NH:39][CH2:40][CH2:41][C:42]([OH:44])=[O:43])=[O:4])[CH2:37][CH2:36][CH2:35][CH2:34][CH2:33]1, predict the reactants needed to synthesize it. The reactants are: CO[C:3]([C:5]1[C:6]([OH:38])=[C:7]2[C:12](=[C:13]([C:15]3[CH:16]=[N:17][C:18]([O:21][CH2:22][CH3:23])=[N:19][CH:20]=3)[N:14]=1)[N:11](CC1CCCCC1)[C:10](=[O:31])[C:9]([C:32]1[CH:37]=[CH:36][CH:35]=[CH:34][CH:33]=1)=[CH:8]2)=[O:4].[NH2:39][CH2:40][CH2:41][C:42]([OH:44])=[O:43].C[O-].[Na+].